Dataset: Forward reaction prediction with 1.9M reactions from USPTO patents (1976-2016). Task: Predict the product of the given reaction. (1) Given the reactants I[C:2]1[CH:11]=[CH:10][C:5]2[O:6][C:7]([CH3:9])=[CH:8][C:4]=2[CH:3]=1.N12CCCN=C1CCCCC2.[CH2:23]([OH:26])[C:24]#[CH:25].Cl, predict the reaction product. The product is: [CH3:9][C:7]1[O:6][C:5]2[CH:10]=[CH:11][C:2]([C:25]#[C:24][CH2:23][OH:26])=[CH:3][C:4]=2[CH:8]=1. (2) Given the reactants [CH3:1][S:2]([N:5]1[CH2:10][CH2:9][CH2:8][C@H:7]([NH:11][C:12]2[C:17]([C:18]3[N:19]=[C:20]4[CH:26]=[CH:25][N:24](COCC[Si](C)(C)C)[C:21]4=[N:22][CH:23]=3)=[CH:16][N:15]=[C:14](S(C)(=O)=O)[N:13]=2)[CH2:6]1)(=[O:4])=[O:3].[NH:39]1[CH2:43][CH2:42][C@@H:41]([OH:44])[CH2:40]1.CS(C)(=O)=O, predict the reaction product. The product is: [CH3:1][S:2]([N:5]1[CH2:10][CH2:9][CH2:8][C@@H:7]([NH:11][C:12]2[C:17]([C:18]3[N:19]=[C:20]4[CH:26]=[CH:25][NH:24][C:21]4=[N:22][CH:23]=3)=[CH:16][N:15]=[C:14]([N:39]3[CH2:43][CH2:42][C@@H:41]([OH:44])[CH2:40]3)[N:13]=2)[CH2:6]1)(=[O:3])=[O:4]. (3) Given the reactants [CH:1]1([C:6]2[C:7](=O)[C:8](=[CH:14]O)[CH2:9][CH2:10][C:11]=2[O:12][CH3:13])[CH2:5][CH2:4][CH2:3][CH2:2]1.[C:17]([O:21][C:22]([N:24]1[CH2:29][CH2:28][N:27]([C:30]2[CH:31]=[N:32][C:33]([NH:36][C:37]([NH2:39])=[NH:38])=[CH:34][CH:35]=2)[CH2:26][CH2:25]1)=[O:23])([CH3:20])([CH3:19])[CH3:18].C([O-])([O-])=O.[K+].[K+], predict the reaction product. The product is: [C:17]([O:21][C:22]([N:24]1[CH2:25][CH2:26][N:27]([C:30]2[CH:31]=[N:32][C:33]([NH:36][C:37]3[N:39]=[CH:14][C:8]4[CH2:9][CH2:10][C:11]([O:12][CH3:13])=[C:6]([CH:1]5[CH2:2][CH2:3][CH2:4][CH2:5]5)[C:7]=4[N:38]=3)=[CH:34][CH:35]=2)[CH2:28][CH2:29]1)=[O:23])([CH3:20])([CH3:18])[CH3:19]. (4) Given the reactants [CH3:1][C:2]1[CH:7]=[CH:6][C:5]([S:8]([N-:11]Cl)(=[O:10])=[O:9])=[CH:4][CH:3]=1.O.O.O.[Na+].[CH3:17][S:18][C:19]1[CH:24]=[CH:23][C:22]([N+:25]([O-:27])=[O:26])=[CH:21][CH:20]=1, predict the reaction product. The product is: [CH3:17][S:18]([C:19]1[CH:20]=[CH:21][C:22]([N+:25]([O-:27])=[O:26])=[CH:23][CH:24]=1)=[N:11][S:8]([C:5]1[CH:6]=[CH:7][C:2]([CH3:1])=[CH:3][CH:4]=1)(=[O:10])=[O:9]. (5) Given the reactants [CH2:1]([C:5]1[N:6]([CH2:14][C:15]2[CH:20]=[CH:19][C:18]([C:21]3[CH:26]=[CH:25][CH:24]=[CH:23][C:22]=3[C:27]3[NH:31][N:30]=[N:29][N:28]=3)=[CH:17][CH:16]=2)[C:7]([C:11]([OH:13])=[O:12])=[C:8]([Cl:10])[N:9]=1)[CH2:2][CH2:3][CH3:4].C(N(CC)CC)C.[C:39](Cl)([C:52]1[CH:57]=[CH:56][CH:55]=[CH:54][CH:53]=1)([C:46]1[CH:51]=[CH:50][CH:49]=[CH:48][CH:47]=1)[C:40]1[CH:45]=[CH:44][CH:43]=[CH:42][CH:41]=1, predict the reaction product. The product is: [CH2:1]([C:5]1[N:6]([CH2:14][C:15]2[CH:20]=[CH:19][C:18]([C:21]3[CH:26]=[CH:25][CH:24]=[CH:23][C:22]=3[C:27]3[N:31]([C:39]([C:40]4[CH:45]=[CH:44][CH:43]=[CH:42][CH:41]=4)([C:52]4[CH:53]=[CH:54][CH:55]=[CH:56][CH:57]=4)[C:46]4[CH:47]=[CH:48][CH:49]=[CH:50][CH:51]=4)[N:30]=[N:29][N:28]=3)=[CH:17][CH:16]=2)[C:7]([C:11]([OH:13])=[O:12])=[C:8]([Cl:10])[N:9]=1)[CH2:2][CH2:3][CH3:4]. (6) Given the reactants [CH3:1][O:2][C:3](=[O:34])[CH2:4][C@H:5]1[C:9]2[CH:10]=[CH:11][C:12]([O:14][C@H:15]3[C:23]4[C:18](=[C:19](B5OC(C)(C)C(C)(C)O5)[CH:20]=[CH:21][C:22]=4[F:24])[CH2:17][CH2:16]3)=[CH:13][C:8]=2[O:7][CH2:6]1.Br[C:36]1[C:41]([CH3:42])=[CH:40][C:39]([C:43]2[CH:48]=[C:47]([CH3:49])[N:46]=[C:45]([CH3:50])[N:44]=2)=[CH:38][C:37]=1[CH3:51].BrC1C=CC(F)=C2C=1CC[C@H]2OC1C=CC2[C@H](CC(OC)=O)COC=2C=1, predict the reaction product. The product is: [CH3:1][O:2][C:3](=[O:34])[CH2:4][C@H:5]1[C:9]2[CH:10]=[CH:11][C:12]([O:14][C@H:15]3[C:23]4[C:18](=[C:19]([C:36]5[C:37]([CH3:51])=[CH:38][C:39]([C:43]6[CH:48]=[C:47]([CH3:49])[N:46]=[C:45]([CH3:50])[N:44]=6)=[CH:40][C:41]=5[CH3:42])[CH:20]=[CH:21][C:22]=4[F:24])[CH2:17][CH2:16]3)=[CH:13][C:8]=2[O:7][CH2:6]1. (7) Given the reactants Cl.[CH3:2][S:3]([C:6]1[CH:11]=[CH:10][C:9]([C:12]2[CH:17]=[CH:16][C:15]([O:18][CH2:19][CH:20]3[CH2:25][CH2:24][NH:23][CH2:22][CH2:21]3)=[CH:14][CH:13]=2)=[CH:8][CH:7]=1)(=[O:5])=[O:4].[C:26]([CH2:30][C:31](Cl)=[O:32])([F:29])([F:28])[F:27].CCN(CC)CC.O, predict the reaction product. The product is: [F:27][C:26]([F:29])([F:28])[CH2:30][C:31]([N:23]1[CH2:24][CH2:25][CH:20]([CH2:19][O:18][C:15]2[CH:16]=[CH:17][C:12]([C:9]3[CH:8]=[CH:7][C:6]([S:3]([CH3:2])(=[O:5])=[O:4])=[CH:11][CH:10]=3)=[CH:13][CH:14]=2)[CH2:21][CH2:22]1)=[O:32].